This data is from Full USPTO retrosynthesis dataset with 1.9M reactions from patents (1976-2016). The task is: Predict the reactants needed to synthesize the given product. (1) Given the product [CH3:1][O:2][C:3]1[CH:8]=[CH:7][CH:6]=[CH:5][C:4]=1[C:9]1[C:17]2[C:12](=[N:13][CH:14]=[C:15]([C:18]3[CH:22]=[C:21]([C:48]([OH:50])=[O:49])[N:20]([S:23]([C:26]4[CH:31]=[CH:30][C:29]([CH3:32])=[CH:28][CH:27]=4)(=[O:24])=[O:25])[N:19]=3)[CH:16]=2)[N:11]([S:33]([C:36]2[CH:37]=[CH:38][C:39]([CH3:42])=[CH:40][CH:41]=2)(=[O:35])=[O:34])[CH:10]=1, predict the reactants needed to synthesize it. The reactants are: [CH3:1][O:2][C:3]1[CH:8]=[CH:7][CH:6]=[CH:5][C:4]=1[C:9]1[C:17]2[C:12](=[N:13][CH:14]=[C:15]([C:18]3[CH:22]=[CH:21][N:20]([S:23]([C:26]4[CH:31]=[CH:30][C:29]([CH3:32])=[CH:28][CH:27]=4)(=[O:25])=[O:24])[N:19]=3)[CH:16]=2)[N:11]([S:33]([C:36]2[CH:41]=[CH:40][C:39]([CH3:42])=[CH:38][CH:37]=2)(=[O:35])=[O:34])[CH:10]=1.C([Li])CCC.[C:48](=[O:50])=[O:49]. (2) Given the product [CH:29]1([CH2:32][C@H:33]([NH:40][C:10]([C:12]2[CH:17]=[CH:16][C:15]([N:18]3[CH2:21][C:20]([F:23])([F:22])[CH2:19]3)=[C:14]([O:24][CH2:25][CH:26]3[CH2:28][CH2:27]3)[N:13]=2)=[O:11])[C:34]2[N:38]=[C:37]([CH3:39])[O:36][N:35]=2)[CH2:31][CH2:30]1, predict the reactants needed to synthesize it. The reactants are: CC(N[C:10]([C:12]1[CH:17]=[CH:16][C:15]([N:18]2[CH2:21][C:20]([F:23])([F:22])[CH2:19]2)=[C:14]([O:24][CH2:25][CH:26]2[CH2:28][CH2:27]2)[N:13]=1)=[O:11])(C1SC=CN=1)C.[CH:29]1([CH2:32][C@H:33]([NH2:40])[C:34]2[N:38]=[C:37]([CH3:39])[O:36][N:35]=2)[CH2:31][CH2:30]1. (3) Given the product [NH2:21][CH:17]1[CH2:18][CH2:19][CH2:20][N:15]([C:11]2[N:12]=[CH:13][N:14]=[C:9]([NH:8][C:6]3[S:7][C:3]([C:1]#[N:2])=[CH:4][N:5]=3)[CH:10]=2)[CH2:16]1, predict the reactants needed to synthesize it. The reactants are: [C:1]([C:3]1[S:7][C:6]([NH:8][C:9]2[N:14]=[CH:13][N:12]=[C:11]([N:15]3[CH2:20][CH2:19][CH2:18][CH:17]([NH:21]C(=O)C(F)(F)F)[CH2:16]3)[CH:10]=2)=[N:5][CH:4]=1)#[N:2].C(=O)([O-])[O-].[K+].[K+]. (4) Given the product [O:15]=[C:14]1[C:8]2=[CH:7][C:6]3[CH:5]=[C:4]([C:16]#[N:17])[CH:3]=[C:2]([C:21]4[CH:22]=[CH:23][N:18]=[CH:19][CH:20]=4)[C:10]=3[N:9]2[CH2:11][CH2:12][NH:13]1, predict the reactants needed to synthesize it. The reactants are: Br[C:2]1[C:10]2[N:9]3[CH2:11][CH2:12][NH:13][C:14](=[O:15])[C:8]3=[CH:7][C:6]=2[CH:5]=[C:4]([C:16]#[N:17])[CH:3]=1.[N:18]1[CH:23]=[CH:22][C:21](B(O)O)=[CH:20][CH:19]=1. (5) Given the product [CH:1]1([N:6]2[CH2:12][C:11]([F:14])([F:13])[C:10](=[O:15])[N:9]([CH3:16])[C:8]3[CH:17]=[N:18][C:19]([NH:21][C:22]4[CH:30]=[CH:29][C:25]([C:26]([NH:38][CH2:37][C:36]5[CH:35]=[C:34]([Cl:33])[CH:41]=[C:40]([Cl:42])[CH:39]=5)=[O:28])=[CH:24][C:23]=4[O:31][CH3:32])=[N:20][C:7]2=3)[CH2:2][CH2:3][CH2:4][CH2:5]1, predict the reactants needed to synthesize it. The reactants are: [CH:1]1([N:6]2[CH2:12][C:11]([F:14])([F:13])[C:10](=[O:15])[N:9]([CH3:16])[C:8]3[CH:17]=[N:18][C:19]([NH:21][C:22]4[CH:30]=[CH:29][C:25]([C:26]([OH:28])=O)=[CH:24][C:23]=4[O:31][CH3:32])=[N:20][C:7]2=3)[CH2:5][CH2:4][CH2:3][CH2:2]1.[Cl:33][C:34]1[CH:35]=[C:36]([CH:39]=[C:40]([Cl:42])[CH:41]=1)[CH2:37][NH2:38].F[P-](F)(F)(F)(F)F.CN(C(N(C)C)=[N+]1C2C(=NC=CC=2)[N+]([O-])=N1)C.C(N(C(C)C)CC)(C)C. (6) Given the product [Br:1][C:2]1[S:3][C:4]2[CH:10]=[C:9]([OH:11])[CH:8]=[CH:7][C:5]=2[N:6]=1, predict the reactants needed to synthesize it. The reactants are: [Br:1][C:2]1[S:3][C:4]2[CH:10]=[C:9]([O:11]C)[CH:8]=[CH:7][C:5]=2[N:6]=1.B(Br)(Br)Br. (7) Given the product [CH3:23][O:22][C:20](=[O:21])[CH2:19][C@H:16]1[C:15]2[CH:24]=[CH:25][C:12]([O:11][C@H:9]3[C:10]4[C:6](=[C:5]([O:41][C:38]5[CH:37]=[CH:36][C:35]([CH2:34][N:29]6[CH2:33][CH2:32][CH2:31][CH2:30]6)=[CH:40][CH:39]=5)[CH:4]=[CH:3][C:2]=4[F:1])[CH2:7][CH2:8]3)=[CH:13][C:14]=2[O:18][CH2:17]1, predict the reactants needed to synthesize it. The reactants are: [F:1][C:2]1[CH:3]=[CH:4][C:5](B(O)O)=[C:6]2[C:10]=1[C@H:9]([O:11][C:12]1[CH:25]=[CH:24][C:15]3[C@H:16]([CH2:19][C:20]([O:22][CH3:23])=[O:21])[CH2:17][O:18][C:14]=3[CH:13]=1)[CH2:8][CH2:7]2.[N:29]1([CH2:34][C:35]2[CH:40]=[CH:39][C:38]([OH:41])=[CH:37][CH:36]=2)[CH2:33][CH2:32][CH2:31][CH2:30]1. (8) Given the product [Br:1][C:2]1[CH:3]=[C:4]([Cl:9])[C:5]([OH:8])=[C:6]([CH:7]=1)[CH:10]=[O:20], predict the reactants needed to synthesize it. The reactants are: [Br:1][C:2]1[CH:7]=[CH:6][C:5]([OH:8])=[C:4]([Cl:9])[CH:3]=1.[CH2:10]1N2CN3CN(C2)CN1C3.[OH2:20].S(=O)(=O)(O)O.